From a dataset of Full USPTO retrosynthesis dataset with 1.9M reactions from patents (1976-2016). Predict the reactants needed to synthesize the given product. Given the product [CH2:28]([O:25][C:24]([C:23]1[C:17]2[O:16][B:15]([OH:27])[C@@H:14]([NH:13][C:11](=[O:12])[CH2:10][C:6]3[CH:5]=[C:4]4[C:9](=[CH:8][CH:7]=3)[CH2:1][NH:2][CH2:3]4)[CH2:19][C:18]=2[CH:20]=[CH:21][CH:22]=1)=[O:26])[CH3:29], predict the reactants needed to synthesize it. The reactants are: [CH2:1]1[C:9]2[C:4](=[CH:5][C:6]([CH2:10][C:11]([NH:13][CH:14]3[CH2:19][C:18]4[CH:20]=[CH:21][CH:22]=[C:23]([C:24]([OH:26])=[O:25])[C:17]=4[O:16][B:15]3[OH:27])=[O:12])=[CH:7][CH:8]=2)[CH2:3][NH:2]1.[CH2:28](O)[CH3:29].